Dataset: Full USPTO retrosynthesis dataset with 1.9M reactions from patents (1976-2016). Task: Predict the reactants needed to synthesize the given product. (1) The reactants are: [CH3:1][O:2][C:3]1[CH:8]=[CH:7][C:6]([C:9]2[N:10]=[C:11]([NH2:18])[S:12][C:13]=2[CH2:14][CH2:15][CH2:16][CH3:17])=[CH:5][CH:4]=1.[CH3:19][O:20][C:21]1[CH:22]=[C:23]([CH:27]=[CH:28][C:29]=1[O:30][CH3:31])[C:24](Cl)=[O:25]. Given the product [CH2:14]([C:13]1[S:12][C:11]([NH:18][C:24](=[O:25])[C:23]2[CH:27]=[CH:28][C:29]([O:30][CH3:31])=[C:21]([O:20][CH3:19])[CH:22]=2)=[N:10][C:9]=1[C:6]1[CH:5]=[CH:4][C:3]([O:2][CH3:1])=[CH:8][CH:7]=1)[CH2:15][CH2:16][CH3:17], predict the reactants needed to synthesize it. (2) The reactants are: [NH2:1][C:2]1[CH:7]=[CH:6][CH:5]=[CH:4][CH:3]=1.C[Al](C)C.[Si:12]([O:29][C@@H:30]1[CH2:34][CH2:33][O:32][C:31]1=[O:35])([C:25]([CH3:28])([CH3:27])[CH3:26])([C:19]1[CH:24]=[CH:23][CH:22]=[CH:21][CH:20]=1)[C:13]1[CH:18]=[CH:17][CH:16]=[CH:15][CH:14]=1.C(O)(=O)C(C(C(O)=O)O)O.[K].[Na]. Given the product [Si:12]([O:29][C@H:30]([CH2:34][CH2:33][OH:32])[C:31]([NH:1][C:2]1[CH:7]=[CH:6][CH:5]=[CH:4][CH:3]=1)=[O:35])([C:25]([CH3:28])([CH3:27])[CH3:26])([C:19]1[CH:24]=[CH:23][CH:22]=[CH:21][CH:20]=1)[C:13]1[CH:14]=[CH:15][CH:16]=[CH:17][CH:18]=1, predict the reactants needed to synthesize it. (3) Given the product [Br:2][C:3]1[CH:11]=[C:10]2[C:6]([C:7]([CH2:13][CH2:14][OH:15])([CH2:22][CH2:23][OH:24])[C:8](=[O:12])[NH:9]2)=[CH:5][CH:4]=1, predict the reactants needed to synthesize it. The reactants are: Cl.[Br:2][C:3]1[CH:11]=[C:10]2[C:6]([C:7]([CH2:22][CH2:23][O:24]C3CCCCO3)([CH2:13][CH2:14][O:15]C3CCCCO3)[C:8](=[O:12])[NH:9]2)=[CH:5][CH:4]=1.O. (4) Given the product [C:53]([O:52][C:51]([NH:50][C@H:40]1[C@@H:41]([N:45]2[CH:49]=[CH:48][N:47]=[N:46]2)[C@@H:42]([CH3:44])[CH2:43][N:38]([C:37]2[CH:36]=[CH:35][N:34]=[CH:33][C:32]=2[NH:31][C:28]([C:13]2[C:12]([NH:11][C:9](=[O:10])[O:8][CH2:1][C:2]3[CH:7]=[CH:6][CH:5]=[CH:4][CH:3]=3)=[CH:21][C:20]3[C:15](=[CH:16][C:17]([N:22]4[CH2:27][CH2:26][O:25][CH2:24][CH2:23]4)=[CH:18][CH:19]=3)[N:14]=2)=[O:30])[CH2:39]1)=[O:57])([CH3:54])([CH3:55])[CH3:56], predict the reactants needed to synthesize it. The reactants are: [CH2:1]([O:8][C:9]([NH:11][C:12]1[C:13]([C:28]([OH:30])=O)=[N:14][C:15]2[C:20]([CH:21]=1)=[CH:19][CH:18]=[C:17]([N:22]1[CH2:27][CH2:26][O:25][CH2:24][CH2:23]1)[CH:16]=2)=[O:10])[C:2]1[CH:7]=[CH:6][CH:5]=[CH:4][CH:3]=1.[NH2:31][C:32]1[CH:33]=[N:34][CH:35]=[CH:36][C:37]=1[N:38]1[CH2:43][C@H:42]([CH3:44])[C@H:41]([N:45]2[CH:49]=[CH:48][N:47]=[N:46]2)[C@H:40]([NH:50][C:51](=[O:57])[O:52][C:53]([CH3:56])([CH3:55])[CH3:54])[CH2:39]1.CN(C(ON1N=NC2C=CC=NC1=2)=[N+](C)C)C.F[P-](F)(F)(F)(F)F.CCN(C(C)C)C(C)C. (5) The reactants are: [Cl:1][C:2]1[CH:3]=[C:4](B2OC(C)(C)C(C)(C)O2)[CH:5]=[CH:6][C:7]=1[O:8][CH:9]([CH3:11])[CH3:10].[Br:21][C:22]1[CH:23]=[N:24][C:25](I)=[N:26][CH:27]=1.C([O-])([O-])=O.[Na+].[Na+]. Given the product [Br:21][C:22]1[CH:23]=[N:24][C:25]([C:4]2[CH:5]=[CH:6][C:7]([O:8][CH:9]([CH3:10])[CH3:11])=[C:2]([Cl:1])[CH:3]=2)=[N:26][CH:27]=1, predict the reactants needed to synthesize it. (6) The reactants are: [CH3:1][N:2]1[C:14]2[C:13](=[O:15])[C:12]3[CH:11]=[C:10]([CH2:16][C:17]4[CH:22]=[CH:21][CH:20]=[CH:19][C:18]=4[N:23]4C(=O)C5C(=CC=CC=5)C4=O)[CH:9]=[CH:8][C:7]=3[NH:6][C:5]=2[CH:4]=[N:3]1.O.NN. Given the product [NH2:23][C:18]1[CH:19]=[CH:20][CH:21]=[CH:22][C:17]=1[CH2:16][C:10]1[CH:9]=[CH:8][C:7]2[NH:6][C:5]3[CH:4]=[N:3][N:2]([CH3:1])[C:14]=3[C:13](=[O:15])[C:12]=2[CH:11]=1, predict the reactants needed to synthesize it.